From a dataset of Reaction yield outcomes from USPTO patents with 853,638 reactions. Predict the reaction yield, written as a fraction of the theoretical maximum amount of product (1.0 means a 100% yield; for example, 0.34 means a 34% yield). (1) The reactants are [CH2:1]([S:3][C:4]1[CH:5]=[C:6]([C:26]([OH:28])=O)[C:7]2[NH:11][C:10]([NH:12][C:13]([C:15]3[N:16]=[CH:17][C:18]4[C:23]([CH:24]=3)=[CH:22][CH:21]=[CH:20][CH:19]=4)=[O:14])=[N:9][C:8]=2[CH:25]=1)[CH3:2].CN(C(ON1N=NC2C=CC=CC1=2)=[N+](C)C)C.F[P-](F)(F)(F)(F)F.CCN(C(C)C)C(C)C.S(O)(O)(=O)=O.[NH2:67][C:68]1[NH:69][CH:70]=[CH:71][N:72]=1. The catalyst is CN(C=O)C.[Cl-].[Na+].O. The product is [CH2:1]([S:3][C:4]1[CH:5]=[C:6]([C:26](=[O:28])[NH:67][C:68]2[NH:69][CH:70]=[CH:71][N:72]=2)[C:7]2[NH:11][C:10]([NH:12][C:13]([C:15]3[N:16]=[CH:17][C:18]4[C:23]([CH:24]=3)=[CH:22][CH:21]=[CH:20][CH:19]=4)=[O:14])=[N:9][C:8]=2[CH:25]=1)[CH3:2]. The yield is 0.710. (2) The reactants are Cl.[NH:2]1[CH2:7][CH2:6][CH:5]([C:8]2[C:9]([N:14]3[CH2:19][CH2:18][CH:17]([CH2:20][OH:21])[CH2:16][CH2:15]3)=[N:10][CH:11]=[CH:12][N:13]=2)[CH2:4][CH2:3]1.Cl[C:23]1[CH:32]=[CH:31][C:30]2[C:25](=[CH:26][CH:27]=[CH:28][CH:29]=2)[N:24]=1.C([O-])([O-])=O.[Cs+].[Cs+]. The catalyst is CN(C=O)C.O. The product is [N:24]1[C:25]2[C:30](=[CH:29][CH:28]=[CH:27][CH:26]=2)[CH:31]=[CH:32][C:23]=1[N:2]1[CH2:3][CH2:4][CH:5]([C:8]2[C:9]([N:14]3[CH2:19][CH2:18][CH:17]([CH2:20][OH:21])[CH2:16][CH2:15]3)=[N:10][CH:11]=[CH:12][N:13]=2)[CH2:6][CH2:7]1. The yield is 0.705. (3) The reactants are [OH:1][C:2]1[CH:9]=[CH:8][C:5]([CH:6]=[O:7])=[CH:4][C:3]=1[O:10][CH3:11].[Cl:12][C:13]1[CH:20]=[CH:19][C:16]([CH2:17]Br)=[CH:15][CH:14]=1.C(=O)([O-])[O-].[K+].[K+]. The catalyst is C(#N)C. The product is [Cl:12][C:13]1[CH:20]=[CH:19][C:16]([CH2:17][O:1][C:2]2[CH:9]=[CH:8][C:5]([CH:6]=[O:7])=[CH:4][C:3]=2[O:10][CH3:11])=[CH:15][CH:14]=1. The yield is 0.930.